This data is from Forward reaction prediction with 1.9M reactions from USPTO patents (1976-2016). The task is: Predict the product of the given reaction. (1) Given the reactants [Cl:1][C:2]1[CH:7]=[CH:6][N:5]=[C:4]([CH2:8][NH:9][C:10]2[O:11][C:12]3[C:18]([O:19][CH3:20])=[CH:17][C:16]([C:21]([N:23]4[CH2:30][C@H:29]([O:31][CH:32]5[CH2:34][CH2:33]5)[CH2:28][C@H:24]4[C:25](O)=[O:26])=[O:22])=[CH:15][C:13]=3[N:14]=2)[CH:3]=1.Cl.[F:36][C:37]1([F:41])[CH2:40][NH:39][CH2:38]1.C(N(CC)C(C)C)(C)C.CN(C(ON1N=NC2C=CC=NC1=2)=[N+](C)C)C.F[P-](F)(F)(F)(F)F, predict the reaction product. The product is: [Cl:1][C:2]1[CH:7]=[CH:6][N:5]=[C:4]([CH2:8][NH:9][C:10]2[O:11][C:12]3[C:18]([O:19][CH3:20])=[CH:17][C:16]([C:21]([N:23]4[CH2:30][C@H:29]([O:31][CH:32]5[CH2:34][CH2:33]5)[CH2:28][C@H:24]4[C:25]([N:39]4[CH2:40][C:37]([F:41])([F:36])[CH2:38]4)=[O:26])=[O:22])=[CH:15][C:13]=3[N:14]=2)[CH:3]=1. (2) Given the reactants [CH3:1][C:2]1[CH:10]=[C:9]([C:11]([NH:13][C@@H:14]([C:16]2[C:25]3[C:20](=[CH:21][CH:22]=[CH:23][CH:24]=3)[CH:19]=[CH:18][CH:17]=2)[CH3:15])=[O:12])[CH:8]=[C:7]([CH3:26])[C:3]=1[C:4](O)=[O:5].F[P-](F)(F)(F)(F)F.N1(O[P+](N(C)C)(N(C)C)N(C)C)C2C=CC=CC=2N=N1.Cl.[CH3:55][O:56][C:57](=[O:69])[C@H:58]([CH2:60][NH:61][C:62]([C:64]1[S:65][CH:66]=[CH:67][CH:68]=1)=[O:63])[NH2:59].C(N(C(C)C)CC)(C)C, predict the reaction product. The product is: [CH3:55][O:56][C:57](=[O:69])[C@H:58]([CH2:60][NH:61][C:62]([C:64]1[S:65][CH:66]=[CH:67][CH:68]=1)=[O:63])[NH:59][C:4](=[O:5])[C:3]1[C:2]([CH3:1])=[CH:10][C:9]([C:11]([NH:13][C@@H:14]([C:16]2[C:25]3[C:20](=[CH:21][CH:22]=[CH:23][CH:24]=3)[CH:19]=[CH:18][CH:17]=2)[CH3:15])=[O:12])=[CH:8][C:7]=1[CH3:26]. (3) Given the reactants [C:1]([O:5][C:6]([NH:8][CH2:9][C@H:10]1[CH2:15][CH2:14][C@H:13]([C:16]([NH:18][C@@H:19]([CH2:23][C:24]2[CH:29]=[CH:28][C:27]([C:30]3[CH:35]=[CH:34][C:33]([C:36](=[O:41])[NH:37][CH:38]([CH3:40])[CH3:39])=[CH:32][C:31]=3[CH3:42])=[CH:26][CH:25]=2)[C:20](O)=[O:21])=[O:17])[CH2:12][CH2:11]1)=[O:7])([CH3:4])([CH3:3])[CH3:2].[NH:43]1[C:47]2[CH:48]=[C:49]([NH2:52])[CH:50]=[CH:51][C:46]=2[N:45]=[CH:44]1.C(N(CC)C(C)C)(C)C.C(P1(=O)OP(=O)(CCC)OP(=O)(CCC)O1)CC, predict the reaction product. The product is: [NH:43]1[C:47]2[CH:48]=[C:49]([NH:52][C:20](=[O:21])[C@@H:19]([NH:18][C:16]([C@H:13]3[CH2:14][CH2:15][C@H:10]([CH2:9][NH:8][C:6](=[O:7])[O:5][C:1]([CH3:4])([CH3:3])[CH3:2])[CH2:11][CH2:12]3)=[O:17])[CH2:23][C:24]3[CH:25]=[CH:26][C:27]([C:30]4[CH:35]=[CH:34][C:33]([C:36](=[O:41])[NH:37][CH:38]([CH3:39])[CH3:40])=[CH:32][C:31]=4[CH3:42])=[CH:28][CH:29]=3)[CH:50]=[CH:51][C:46]=2[N:45]=[CH:44]1. (4) Given the reactants [OH:1][C:2]1[CH:3]=[C:4]([CH:10]=[CH:11][C:12]=1[O:13][CH3:14])[C:5]([O:7][CH2:8][CH3:9])=[O:6].N(C(OC(C)C)=O)=NC(OC(C)C)=O.[CH3:29][C:30]1[CH:37]=[CH:36][CH:35]=[C:34]([CH3:38])[C:31]=1[CH2:32]O.C1(P(C2C=CC=CC=2)C2C=CC=CC=2)C=CC=CC=1, predict the reaction product. The product is: [CH3:29][C:30]1[CH:37]=[CH:36][CH:35]=[C:34]([CH3:38])[C:31]=1[CH2:32][O:1][C:2]1[CH:3]=[C:4]([CH:10]=[CH:11][C:12]=1[O:13][CH3:14])[C:5]([O:7][CH2:8][CH3:9])=[O:6]. (5) Given the reactants [F:1][C:2]1[CH:3]=[C:4]2[C:9](=[CH:10][CH:11]=1)[CH:8]=[N:7][C:6]([NH:12][C:13](=[O:36])[O:14][CH2:15][C@@H:16]([N:22]([CH3:35])[C:23]([NH:25][CH2:26][C:27]1[CH:32]=[CH:31][CH:30]=[C:29]([F:33])[C:28]=1[Cl:34])=[O:24])[CH2:17][CH:18]([OH:21])[CH2:19][OH:20])=[CH:5]2.CO, predict the reaction product. The product is: [F:1][C:2]1[CH:3]=[C:4]2[C:9](=[CH:10][CH:11]=1)[CH:8]=[N:7][C:6]([NH:12][C:13](=[O:36])[O:14][CH2:15][C@@H:16]([N:22]([CH3:35])[C:23]([NH:25][CH2:26][C:27]1[CH:32]=[CH:31][CH:30]=[C:29]([F:33])[C:28]=1[Cl:34])=[O:24])[CH2:17][C@H:18]([OH:21])[CH2:19][OH:20])=[CH:5]2. (6) Given the reactants [CH2:1]([O:3][C:4]([C:6]1[CH:10]=[C:9]([C:11](=O)/[CH:12]=[CH:13]/N(C)C)[NH:8][CH:7]=1)=[O:5])[CH3:2].Cl.[NH2:19][C:20]([NH2:22])=[NH:21].CC[O-].[Na+], predict the reaction product. The product is: [CH2:1]([O:3][C:4]([C:6]1[CH:10]=[C:9]([C:11]2[CH:12]=[CH:13][N:19]=[C:20]([NH2:22])[N:21]=2)[NH:8][CH:7]=1)=[O:5])[CH3:2]. (7) Given the reactants C(OC(=O)[NH:7][CH2:8][CH:9]1[CH2:12][N:11]([C:13](=[O:47])[C:14]2[CH:19]=[CH:18][C:17]([NH:20][C:21]3[N:26]=[C:25]([NH:27][CH2:28][C:29]4[CH:34]=[CH:33][C:32]([O:35][CH2:36][C:37]([CH2:39][Cl:40])=[CH2:38])=[CH:31][CH:30]=4)[N:24]=[C:23]([O:41][CH2:42][C:43]([F:46])([F:45])[F:44])[N:22]=3)=[CH:16][CH:15]=2)[CH2:10]1)(C)(C)C.C(O)(C(F)(F)F)=O, predict the reaction product. The product is: [NH2:7][CH2:8][CH:9]1[CH2:10][N:11]([C:13]([C:14]2[CH:19]=[CH:18][C:17]([NH:20][C:21]3[N:26]=[C:25]([NH:27][CH2:28][C:29]4[CH:34]=[CH:33][C:32]([O:35][CH2:36][C:37]([CH2:39][Cl:40])=[CH2:38])=[CH:31][CH:30]=4)[N:24]=[C:23]([O:41][CH2:42][C:43]([F:46])([F:45])[F:44])[N:22]=3)=[CH:16][CH:15]=2)=[O:47])[CH2:12]1.